From a dataset of Reaction yield outcomes from USPTO patents with 853,638 reactions. Predict the reaction yield, written as a fraction of the theoretical maximum amount of product (1.0 means a 100% yield; for example, 0.34 means a 34% yield). (1) The reactants are [Cl:1][C:2]1[CH:3]=[N:4][C:5]2[N:6]([N:8]=[C:9]([C:11]([OH:13])=O)[CH:10]=2)[CH:7]=1.[CH3:14][C:15]1[S:23][C:22]2[CH2:21][CH2:20][NH:19][CH:18]([CH3:24])[C:17]=2[CH:16]=1. No catalyst specified. The product is [Cl:1][C:2]1[CH:3]=[N:4][C:5]2[N:6]([N:8]=[C:9]([C:11]([N:19]3[CH2:20][CH2:21][C:22]4[S:23][C:15]([CH3:14])=[CH:16][C:17]=4[CH:18]3[CH3:24])=[O:13])[CH:10]=2)[CH:7]=1. The yield is 0.460. (2) The reactants are [C:1]1([C@@H:7]([N:9]2[C@@H:14]([C:15]([O:17][CH2:18][CH3:19])=[O:16])[C@H:13]3[CH2:20][C@@H:10]2[CH:11]=[CH:12]3)[CH3:8])[CH:6]=[CH:5][CH:4]=[CH:3][CH:2]=1. The catalyst is C(OCC)(=O)C.[Pd]. The product is [C:1]1([C@@H:7]([N:9]2[C@@H:14]([C:15]([O:17][CH2:18][CH3:19])=[O:16])[C@H:13]3[CH2:20][C@@H:10]2[CH2:11][CH2:12]3)[CH3:8])[CH:6]=[CH:5][CH:4]=[CH:3][CH:2]=1. The yield is 0.760. (3) The reactants are [OH-].[Na+].[Cl:3][C:4]1[CH:5]=[C:6]2[CH:12]=[CH:11][NH:10][C:7]2=[N:8][CH:9]=1.C1(C)C=CC=CC=1.Br[CH2:21][C:22]([O:24]C)=[O:23]. The catalyst is O.[Br-].C([N+](CCCC)(CCCC)CCCC)CCC. The product is [Cl:3][C:4]1[CH:5]=[C:6]2[CH:12]=[CH:11][N:10]([CH2:21][C:22]([OH:24])=[O:23])[C:7]2=[N:8][CH:9]=1. The yield is 0.970. (4) The reactants are [F:1][C:2]1[CH:3]=[C:4]2[C:9](=[CH:10][CH:11]=1)[N:8]([C:12]1[C:13]([C:26]3[CH:31]=[CH:30][C:29]([F:32])=[CH:28][CH:27]=3)=[N:14][C:15]3[C:20]([N:21]=1)=[CH:19][C:18]([C:22]([O:24]C)=[O:23])=[CH:17][CH:16]=3)[CH2:7][CH2:6][CH2:5]2.[OH-].[Na+]. The catalyst is CO.O. The product is [F:1][C:2]1[CH:3]=[C:4]2[C:9](=[CH:10][CH:11]=1)[N:8]([C:12]1[C:13]([C:26]3[CH:27]=[CH:28][C:29]([F:32])=[CH:30][CH:31]=3)=[N:14][C:15]3[C:20]([N:21]=1)=[CH:19][C:18]([C:22]([OH:24])=[O:23])=[CH:17][CH:16]=3)[CH2:7][CH2:6][CH2:5]2. The yield is 0.790.